From a dataset of Full USPTO retrosynthesis dataset with 1.9M reactions from patents (1976-2016). Predict the reactants needed to synthesize the given product. (1) Given the product [Cl:1][C:2]1[CH:3]=[CH:4][C:5]([C@@H:8]([N:10]2[CH2:11][CH2:12][C:13]3([CH2:14][CH2:15][C:16](=[O:21])[CH2:24][CH2:25]3)[O:26][C:28]2=[O:30])[CH3:9])=[CH:6][CH:7]=1.[Cl:1][C:2]1[CH:7]=[CH:6][C:5]([C@@H:8]([N:10]2[CH2:11][CH2:12][C:13]3([CH2:14][CH2:15][C:16]4([O:17][CH2:18][C:19]([CH3:23])([CH3:22])[CH2:20][O:21]4)[CH2:24][CH2:25]3)[O:26][C:28]2=[O:30])[CH3:9])=[CH:4][CH:3]=1, predict the reactants needed to synthesize it. The reactants are: [Cl:1][C:2]1[CH:7]=[CH:6][C:5]([C@@H:8]([NH:10][CH2:11][CH2:12][C:13]2([OH:26])[CH2:25][CH2:24][C:16]3([O:21][CH2:20][C:19]([CH3:23])([CH3:22])[CH2:18][O:17]3)[CH2:15][CH2:14]2)[CH3:9])=[CH:4][CH:3]=1.Cl[C:28](Cl)([O:30]C(=O)OC(Cl)(Cl)Cl)Cl. (2) Given the product [O:17]=[C:13]([CH3:12])[CH2:14][C:15]([N:1]1[CH2:6][CH2:5][CH:4]([C:7]([O:9][CH2:10][CH3:11])=[O:8])[CH2:3][CH2:2]1)=[O:16], predict the reactants needed to synthesize it. The reactants are: [NH:1]1[CH2:6][CH2:5][CH:4]([C:7]([O:9][CH2:10][CH3:11])=[O:8])[CH2:3][CH2:2]1.[CH2:12]=[C:13]1[O:17][C:15](=[O:16])[CH2:14]1. (3) Given the product [O:24]1[C:20]([C:17]2[CH:18]=[CH:19][C:14]([NH:13][C:11]3[N:12]=[C:7]([NH:40][CH2:39][C@@H:35]4[CH2:36][CH2:37][CH2:38][O:34]4)[C:8]4[CH2:28][N:27]([C:29](=[O:31])[CH3:30])[CH2:26][CH2:25][C:9]=4[N:10]=3)=[CH:15][CH:16]=2)=[CH:21][N:22]=[CH:23]1, predict the reactants needed to synthesize it. The reactants are: FC(F)(F)S(O[C:7]1[C:8]2[CH2:28][N:27]([C:29](=[O:31])[CH3:30])[CH2:26][CH2:25][C:9]=2[N:10]=[C:11]([NH:13][C:14]2[CH:19]=[CH:18][C:17]([C:20]3[O:24][CH:23]=[N:22][CH:21]=3)=[CH:16][CH:15]=2)[N:12]=1)(=O)=O.[O:34]1[CH2:38][CH2:37][CH2:36][C@H:35]1[CH2:39][NH2:40]. (4) The reactants are: [CH3:1][C:2]1[CH:6]=[C:5]([C:7]([F:10])([F:9])[F:8])[N:4]([C:11]2[CH:16]=[CH:15][C:14]([OH:17])=[CH:13][CH:12]=2)[N:3]=1.Cl.Cl[CH2:20][CH2:21][N:22]1[CH2:27][CH2:26][CH2:25][CH2:24][CH2:23]1. Given the product [CH3:1][C:2]1[CH:6]=[C:5]([C:7]([F:8])([F:10])[F:9])[N:4]([C:11]2[CH:16]=[CH:15][C:14]([O:17][CH2:20][CH2:21][N:22]3[CH2:27][CH2:26][CH2:25][CH2:24][CH2:23]3)=[CH:13][CH:12]=2)[N:3]=1, predict the reactants needed to synthesize it. (5) The reactants are: [O:1]([C:8]1[CH:13]=[CH:12][C:11]([OH:14])=[CH:10][CH:9]=1)[C:2]1[CH:7]=[CH:6][CH:5]=[CH:4][CH:3]=1.[C:15]([O-])([O-])=O.[K+].[K+].CI. Given the product [CH3:15][O:14][C:11]1[CH:10]=[CH:9][C:8]([O:1][C:2]2[CH:7]=[CH:6][CH:5]=[CH:4][CH:3]=2)=[CH:13][CH:12]=1, predict the reactants needed to synthesize it. (6) The reactants are: [OH:1][C:2]1([C:15]2[S:16][C:17]([C:20]3[CH:25]=[C:24]([CH3:26])[CH:23]=[C:22]([NH:27][C:28]4[CH:33]=[C:32]([C:34]([F:37])([F:36])[F:35])[CH:31]=[CH:30][N:29]=4)[N:21]=3)=[CH:18][N:19]=2)[C:10]2[C:5](=[CH:6][C:7]([C:11]([O:13]C)=[O:12])=[CH:8][CH:9]=2)[CH2:4][CH2:3]1.[OH-].[K+]. Given the product [OH:1][C:2]1([C:15]2[S:16][C:17]([C:20]3[CH:25]=[C:24]([CH3:26])[CH:23]=[C:22]([NH:27][C:28]4[CH:33]=[C:32]([C:34]([F:35])([F:37])[F:36])[CH:31]=[CH:30][N:29]=4)[N:21]=3)=[CH:18][N:19]=2)[C:10]2[C:5](=[CH:6][C:7]([C:11]([OH:13])=[O:12])=[CH:8][CH:9]=2)[CH2:4][CH2:3]1, predict the reactants needed to synthesize it. (7) The reactants are: [CH2:1]([O:3][C:4]([C:6]([CH3:17])=[CH:7][C:8]1[CH:16]=[CH:15][CH:14]=[CH:13][C:9]=1[C:10]([OH:12])=O)=[O:5])[CH3:2].C(N(CC)CC)C.F[B-](F)(F)F.C([C:32](=[N:38]OC(N(C)C)=[N+](C)C)[C:33](OCC)=[O:34])#N.C(CN)O. Given the product [OH:34][CH2:33][CH2:32][NH:38][C:10]([C:9]1[CH:13]=[CH:14][CH:15]=[CH:16][C:8]=1[CH:7]=[C:6]([CH3:17])[C:4]([O:3][CH2:1][CH3:2])=[O:5])=[O:12], predict the reactants needed to synthesize it.